Dataset: Forward reaction prediction with 1.9M reactions from USPTO patents (1976-2016). Task: Predict the product of the given reaction. (1) Given the reactants [CH2:1]([P:5]([CH2:8][CH:9]([C:22]([O:24]CC1C=CC=CC=1)=[O:23])[CH2:10][CH2:11][C:12]([O:14]CC1C=CC=CC=1)=[O:13])(=[O:7])[OH:6])[CH2:2][CH2:3][CH3:4], predict the reaction product. The product is: [CH2:1]([P:5]([CH2:8][CH:9]([CH2:10][CH2:11][C:12]([OH:14])=[O:13])[C:22]([OH:24])=[O:23])([OH:7])=[O:6])[CH2:2][CH2:3][CH3:4]. (2) Given the reactants C(=O)([O-])[O-].[K+].[K+].Cl.[N:8]1([CH2:13][C:14]2[CH:15]=[C:16]([CH:31]=[C:32]([Cl:34])[CH:33]=2)/[CH:17]=[CH:18]/[C:19]2[CH:24]=[CH:23][C:22]([N:25]3[CH2:30][CH2:29][NH:28][CH2:27][CH2:26]3)=[CH:21][CH:20]=2)[CH:12]=[CH:11][N:10]=[CH:9]1.Br[CH2:36][CH:37]1[CH2:39][CH2:38]1, predict the reaction product. The product is: [N:8]1([CH2:13][C:14]2[CH:15]=[C:16]([CH:31]=[C:32]([Cl:34])[CH:33]=2)/[CH:17]=[CH:18]/[C:19]2[CH:24]=[CH:23][C:22]([N:25]3[CH2:26][CH2:27][N:28]([CH2:36][CH:37]4[CH2:39][CH2:38]4)[CH2:29][CH2:30]3)=[CH:21][CH:20]=2)[CH:12]=[CH:11][N:10]=[CH:9]1. (3) Given the reactants [F:1][C:2]([S:5]([O:8]S(C(F)(F)F)(=O)=O)(=[O:7])=[O:6])([F:4])[F:3].[CH3:16][C:17]1([CH3:24])[O:21][CH:20]([CH2:22]O)[CH2:19][O:18]1.N1C(C)=CC=CC=1C, predict the reaction product. The product is: [F:1][C:2]([F:4])([F:3])[S:5]([O:8][CH2:22][CH:20]1[CH2:19][O:18][C:17]([CH3:24])([CH3:16])[O:21]1)(=[O:7])=[O:6]. (4) Given the reactants [O:1]1[C:5]2[CH:6]=[CH:7][CH:8]=[CH:9][C:4]=2[CH:3]=[C:2]1[C:10]1[N:14]2[N:15]=[C:16](Cl)[CH:17]=[CH:18][C:13]2=[N:12][CH:11]=1.[NH2:20][CH2:21][CH:22]([CH:24]1[CH2:29][CH2:28][CH2:27][CH2:26][CH2:25]1)[OH:23], predict the reaction product. The product is: [O:1]1[C:5]2[CH:6]=[CH:7][CH:8]=[CH:9][C:4]=2[CH:3]=[C:2]1[C:10]1[N:14]2[N:15]=[C:16]([NH:20][CH2:21][CH:22]([CH:24]3[CH2:29][CH2:28][CH2:27][CH2:26][CH2:25]3)[OH:23])[CH:17]=[CH:18][C:13]2=[N:12][CH:11]=1.